Dataset: Reaction yield outcomes from USPTO patents with 853,638 reactions. Task: Predict the reaction yield, written as a fraction of the theoretical maximum amount of product (1.0 means a 100% yield; for example, 0.34 means a 34% yield). (1) The yield is 0.970. The reactants are [CH:1]1([C@@:4]23[C@@:15]([C:17]#[C:18][C:19]4[CH:24]=[CH:23][CH:22]=[CH:21][C:20]=4[CH:25]([OH:30])[C:26]([O:28][CH3:29])=[O:27])([OH:16])[CH2:14][CH2:13][C:12]2=[CH:11][C:10]2[N:9]([C:31]4[CH:36]=[CH:35][C:34]([F:37])=[CH:33][CH:32]=4)[N:8]=[CH:7][C:6]=2[CH2:5]3)[CH2:3][CH2:2]1. The catalyst is CCOC(C)=O.CCO.[Pd]. The product is [CH:1]1([C@@:4]23[C@:15]([CH2:17][CH2:18][C:19]4[CH:24]=[CH:23][CH:22]=[CH:21][C:20]=4[CH:25]([OH:30])[C:26]([O:28][CH3:29])=[O:27])([OH:16])[CH2:14][CH2:13][C:12]2=[CH:11][C:10]2[N:9]([C:31]4[CH:36]=[CH:35][C:34]([F:37])=[CH:33][CH:32]=4)[N:8]=[CH:7][C:6]=2[CH2:5]3)[CH2:2][CH2:3]1. (2) The reactants are [F:1][C:2]1[CH:7]=[CH:6][C:5]([N:8]2[C:11](=[O:12])[C@H:10]([S:13][CH2:14][CH:15]([OH:24])[C:16]3[CH:21]=[CH:20][C:19]([S:22][CH3:23])=[CH:18][CH:17]=3)[C@H:9]2[C:25]2[CH:35]=[CH:34][C:28]([O:29][CH2:30][C:31]([OH:33])=O)=[CH:27][CH:26]=2)=[CH:4][CH:3]=1.Cl.[NH2:37][CH2:38][C:39]([NH:41][C@@H:42]([C:46]([O:48]C(C)(C)C)=[O:47])[CH:43]([CH3:45])[CH3:44])=[O:40].CN1CCOCC1.CN(C(ON1N=NC2C=CC=CC1=2)=[N+](C)C)C.[B-](F)(F)(F)F.[BH4-].[Na+]. The catalyst is C(Cl)Cl.C(O)(C(F)(F)F)=O. The product is [F:1][C:2]1[CH:3]=[CH:4][C:5]([N:8]2[C:11](=[O:12])[C@H:10]([S:13][CH2:14][CH:15]([OH:24])[C:16]3[CH:17]=[CH:18][C:19]([S:22][CH3:23])=[CH:20][CH:21]=3)[C@H:9]2[C:25]2[CH:26]=[CH:27][C:28]([O:29][CH2:30][C:31]([NH:37][CH2:38][C:39]([NH:41][C@@H:42]([C:46]([OH:48])=[O:47])[CH:43]([CH3:44])[CH3:45])=[O:40])=[O:33])=[CH:34][CH:35]=2)=[CH:6][CH:7]=1. The yield is 0.700. (3) The reactants are [Br:1][C:2]1[CH:9]=[C:8]([CH3:10])[CH:7]=[C:6](F)[C:3]=1[C:4]#[N:5].O.[NH2:13][NH2:14]. The catalyst is C(O)C. The product is [Br:1][C:2]1[CH:9]=[C:8]([CH3:10])[CH:7]=[C:6]2[C:3]=1[C:4]([NH2:5])=[N:13][NH:14]2. The yield is 0.410.